This data is from Catalyst prediction with 721,799 reactions and 888 catalyst types from USPTO. The task is: Predict which catalyst facilitates the given reaction. (1) Reactant: [Br:1][C:2]1[CH:3]=[CH:4][C:5]([NH:11][S:12]([C:15]2[CH:20]=[CH:19][C:18]([O:21][C:22]([F:25])([F:24])[F:23])=[CH:17][CH:16]=2)(=[O:14])=[O:13])=[C:6]([CH:10]=1)[C:7](Cl)=[O:8].[CH3:26][O:27][C:28]1[CH:35]=[CH:34][CH:33]=[CH:32][C:29]=1[CH2:30][NH2:31].C(N(CC)CC)C. Product: [Br:1][C:2]1[CH:3]=[CH:4][C:5]([NH:11][S:12]([C:15]2[CH:20]=[CH:19][C:18]([O:21][C:22]([F:25])([F:24])[F:23])=[CH:17][CH:16]=2)(=[O:14])=[O:13])=[C:6]([CH:10]=1)[C:7]([NH:31][CH2:30][C:29]1[CH:32]=[CH:33][CH:34]=[CH:35][C:28]=1[O:27][CH3:26])=[O:8]. The catalyst class is: 7. (2) Reactant: C(OC([NH:8][C:9]([CH3:33])([CH3:32])[C@H:10]([NH:15][C:16](=[O:31])[C:17]1[CH:22]=[CH:21][C:20]([C:23]#[C:24][C:25]#[C:26][C@@H:27]([OH:30])[CH2:28][OH:29])=[CH:19][CH:18]=1)[C:11]([O:13][CH3:14])=[O:12])=O)(C)(C)C.CO.Cl. Product: [NH2:8][C:9]([CH3:33])([CH3:32])[C@H:10]([NH:15][C:16](=[O:31])[C:17]1[CH:22]=[CH:21][C:20]([C:23]#[C:24][C:25]#[C:26][C@@H:27]([OH:30])[CH2:28][OH:29])=[CH:19][CH:18]=1)[C:11]([O:13][CH3:14])=[O:12]. The catalyst class is: 275. (3) Reactant: [O:1]=[C:2]1[N:10]([CH2:11][CH2:12][CH3:13])[C:9]2[NH:8][C:7]([C:14]34[CH2:21][CH2:20][C:17]([CH2:22][CH:23]=[O:24])([CH2:18][CH2:19]3)[CH2:16][CH2:15]4)=[N:6][C:5]=2[C:4](=[O:25])[N:3]1[CH2:26][CH2:27][CH3:28].CC(=CC)C.[O-:34]Cl=O.[Na+]. Product: [O:1]=[C:2]1[N:10]([CH2:11][CH2:12][CH3:13])[C:9]2[NH:8][C:7]([C:14]34[CH2:19][CH2:18][C:17]([CH2:22][C:23]([OH:34])=[O:24])([CH2:20][CH2:21]3)[CH2:16][CH2:15]4)=[N:6][C:5]=2[C:4](=[O:25])[N:3]1[CH2:26][CH2:27][CH3:28]. The catalyst class is: 218. (4) Reactant: [H-].[Al+3].[Li+].[H-].[H-].[H-].[O:7]1[C:12]2[CH:13]=[CH:14][CH:15]=[C:16]([C:17](OCC)=[O:18])[C:11]=2[O:10][CH2:9][CH2:8]1.O.[OH-].[Na+]. Product: [OH:18][CH2:17][C:16]1[C:11]2[O:10][CH2:9][CH2:8][O:7][C:12]=2[CH:13]=[CH:14][CH:15]=1. The catalyst class is: 27.